From a dataset of Catalyst prediction with 721,799 reactions and 888 catalyst types from USPTO. Predict which catalyst facilitates the given reaction. (1) Reactant: C([O:8][C:9]1[C:14]([C:15]2[CH:32]=[C:31]([C:33]([CH3:36])([CH3:35])[CH3:34])[C:30]([O:37][CH3:38])=[CH:29][C:16]=2[CH2:17][N:18]2[C:22]3[CH:23]=[CH:24][CH:25]=[CH:26][C:21]=3[N:20]([CH3:27])[C:19]2=[O:28])=[CH:13][CH:12]=[CH:11][N:10]=1)C1C=CC=CC=1. Product: [C:33]([C:31]1[C:30]([O:37][CH3:38])=[CH:29][C:16]([CH2:17][N:18]2[C:22]3[CH:23]=[CH:24][CH:25]=[CH:26][C:21]=3[N:20]([CH3:27])[C:19]2=[O:28])=[C:15]([C:14]2[C:9](=[O:8])[NH:10][CH:11]=[CH:12][CH:13]=2)[CH:32]=1)([CH3:36])([CH3:34])[CH3:35]. The catalyst class is: 19. (2) Reactant: [Cl:1][C:2]1[CH:28]=[CH:27][C:5]2[N:6]3[C:10]([CH2:11][NH:12][CH2:13][C:4]=2[CH:3]=1)=[N:9][N:8]=[C:7]3[C@H:14]1[CH2:19][CH2:18][C@H:17]([C:20]2[C:25]([F:26])=[CH:24][CH:23]=[CH:22][N:21]=2)[CH2:16][CH2:15]1.C(N(CC)CC)C.[CH3:36][S:37](Cl)(=[O:39])=[O:38]. Product: [Cl:1][C:2]1[CH:28]=[CH:27][C:5]2[N:6]3[C:10]([CH2:11][N:12]([S:37]([CH3:36])(=[O:39])=[O:38])[CH2:13][C:4]=2[CH:3]=1)=[N:9][N:8]=[C:7]3[C@H:14]1[CH2:19][CH2:18][C@H:17]([C:20]2[C:25]([F:26])=[CH:24][CH:23]=[CH:22][N:21]=2)[CH2:16][CH2:15]1. The catalyst class is: 4. (3) Reactant: Br[C:2]1[C:3]([F:33])=[CH:4][C:5]2[CH:11]3[CH2:12][CH:9]([CH2:10]3)[N:8]3[C:13]([CH:19]([OH:31])[C:20]4[N:24]([CH:25]5[CH2:30][CH2:29][CH2:28][CH2:27][O:26]5)[N:23]=[CH:22][CH:21]=4)=[C:14]([C:16]([NH2:18])=[O:17])[N:15]=[C:7]3[C:6]=2[CH:32]=1.[C:34]([C:36]1([OH:41])[CH2:40][CH2:39][CH2:38][CH2:37]1)#[CH:35].C(NC(C)C)(C)C. Product: [N:15]1[C:14]([C:16]([NH2:18])=[O:17])=[CH:13][N:8]2[CH:9]3[CH2:12][CH:11]([CH2:10]3)[C:5]3[CH:4]=[CH:3][CH:2]=[CH:32][C:6]=3[C:7]=12.[F:33][C:3]1[C:2]([C:35]#[C:34][C:36]2([OH:41])[CH2:40][CH2:39][CH2:38][CH2:37]2)=[CH:32][C:6]2[C:7]3[N:8]([C:13]([CH:19]([OH:31])[C:20]4[N:24]([CH:25]5[CH2:30][CH2:29][CH2:28][CH2:27][O:26]5)[N:23]=[CH:22][CH:21]=4)=[C:14]([C:16]([NH2:18])=[O:17])[N:15]=3)[CH:9]3[CH2:10][CH:11]([C:5]=2[CH:4]=1)[CH2:12]3. The catalyst class is: 3. (4) Reactant: [CH3:1][O:2][C:3](=[O:13])[NH:4][C:5]1[CH:10]=[CH:9][C:8]([Br:11])=[C:7]([CH3:12])[CH:6]=1.[I:14]N1C(=O)CCC1=O.FC(F)(F)S(O)(=O)=O. Product: [CH3:1][O:2][C:3](=[O:13])[NH:4][C:5]1[CH:6]=[C:7]([CH3:12])[C:8]([Br:11])=[CH:9][C:10]=1[I:14]. The catalyst class is: 10. (5) Reactant: Cl.[NH:2]1[CH2:6][CH2:5][N:4]=[C:3]1[CH2:7][N:8]1[C:16]2[C:11](=[CH:12][CH:13]=[CH:14][CH:15]=2)[C:10]([S:17]([OH:20])(=O)=[O:18])=[CH:9]1.C(Cl)(=O)C([Cl:24])=O. Product: [NH:2]1[CH2:6][CH2:5][N:4]=[C:3]1[CH2:7][N:8]1[C:16]2[C:11](=[CH:12][CH:13]=[CH:14][CH:15]=2)[C:10]([S:17]([Cl:24])(=[O:20])=[O:18])=[CH:9]1. The catalyst class is: 2. (6) Reactant: [CH3:1][O:2][CH2:3][CH2:4][OH:5].[H-].[Na+].Cl[C:9]1[CH:14]=[C:13]([CH3:15])[C:12]([N+:16]([O-:18])=[O:17])=[CH:11][N:10]=1.O. Product: [CH3:1][O:2][CH2:3][CH2:4][O:5][C:9]1[CH:14]=[C:13]([CH3:15])[C:12]([N+:16]([O-:18])=[O:17])=[CH:11][N:10]=1. The catalyst class is: 310. (7) Reactant: [NH:1]1[C:9]2[C:4](=[CH:5][CH:6]=[C:7]([C:10]([N:12]3[CH2:17][CH2:16][O:15][CH2:14][CH2:13]3)=[O:11])[CH:8]=2)[CH:3]=[CH:2]1.[F:18][C:19]1[CH:24]=[CH:23][CH:22]=[CH:21][C:20]=1/[CH:25]=[CH:26]/[N+:27]([O-:29])=[O:28]. Product: [F:18][C:19]1[CH:24]=[CH:23][CH:22]=[CH:21][C:20]=1[CH:25]([C:3]1[C:4]2[C:9](=[CH:8][C:7]([C:10]([N:12]3[CH2:17][CH2:16][O:15][CH2:14][CH2:13]3)=[O:11])=[CH:6][CH:5]=2)[NH:1][CH:2]=1)[CH2:26][N+:27]([O-:29])=[O:28]. The catalyst class is: 11. (8) Reactant: [Sn](Cl)(Cl)(Cl)Cl.[CH3:6][O:7][C:8]1[CH:12]=[CH:11][S:10][CH:9]=1.O.[C:14](Cl)(=[O:23])[C:15]1[CH:20]=[CH:19][C:18]([O:21][CH3:22])=[CH:17][CH:16]=1. Product: [CH3:22][O:21][C:18]1[CH:19]=[CH:20][C:15]([C:14]([C:9]2[S:10][CH:11]=[CH:12][C:8]=2[O:7][CH3:6])=[O:23])=[CH:16][CH:17]=1. The catalyst class is: 4.